This data is from Catalyst prediction with 721,799 reactions and 888 catalyst types from USPTO. The task is: Predict which catalyst facilitates the given reaction. (1) The catalyst class is: 1. Reactant: [H-].[H-].[H-].[H-].[Li+].[Al+3].[N:7]([C:10]1([CH2:27][CH2:28][OH:29])[C:23]2[CH:22]=[C:21]([Cl:24])[N:20]=[C:19]([F:25])[C:18]=2[O:17][C:16]2[C:11]1=[CH:12][C:13]([Br:26])=[CH:14][CH:15]=2)=[N+]=[N-]. Product: [NH2:7][C:10]1([CH2:27][CH2:28][OH:29])[C:23]2[CH:22]=[C:21]([Cl:24])[N:20]=[C:19]([F:25])[C:18]=2[O:17][C:16]2[C:11]1=[CH:12][C:13]([Br:26])=[CH:14][CH:15]=2. (2) Reactant: [CH:1]1([NH:6][S:7]([C:10]2[C:18]3[N:17]=[C:16]([S:19][CH3:20])[NH:15][C:14]=3[CH:13]=[C:12]([C:21]3[C:22]([CH3:27])=[N:23][O:24][C:25]=3[CH3:26])[CH:11]=2)(=[O:9])=[O:8])[CH2:5][CH2:4][CH2:3][CH2:2]1.ClC1N=C(Cl)N=C(Cl)N=1.[OH:37]O. Product: [CH:1]1([NH:6][S:7]([C:10]2[C:18]3[N:17]=[C:16]([S:19]([CH3:20])=[O:37])[NH:15][C:14]=3[CH:13]=[C:12]([C:21]3[C:22]([CH3:27])=[N:23][O:24][C:25]=3[CH3:26])[CH:11]=2)(=[O:9])=[O:8])[CH2:2][CH2:3][CH2:4][CH2:5]1. The catalyst class is: 23. (3) Reactant: [Cl:1][C:2]1[CH:7]=[CH:6][C:5]([NH:8][NH:9][C:10]([C:12]2[O:13][CH:14]=[CH:15][CH:16]=2)=[O:11])=[C:4]([CH3:17])[CH:3]=1.C(N(CC)CC)C.[C:25](N1C=CN=C1)(N1C=CN=C1)=[O:26]. Product: [Cl:1][C:2]1[CH:7]=[CH:6][C:5]([N:8]2[N:9]=[C:10]([C:12]3[O:13][CH:14]=[CH:15][CH:16]=3)[O:11][C:25]2=[O:26])=[C:4]([CH3:17])[CH:3]=1. The catalyst class is: 1. (4) Reactant: [OH:1][C:2]1[CH:3]=[C:4]([CH:9]=[CH:10][CH:11]=1)[C:5]([O:7][CH3:8])=[O:6].C([O-])([O-])=O.[K+].[K+].Cl[CH2:19][C:20]([N:22]([CH3:24])[CH3:23])=[O:21].Cl. Product: [CH3:23][N:22]([CH3:24])[C:20](=[O:21])[CH2:19][O:1][C:2]1[CH:3]=[C:4]([CH:9]=[CH:10][CH:11]=1)[C:5]([O:7][CH3:8])=[O:6]. The catalyst class is: 3. (5) Reactant: [F:1][C:2]1[CH:11]=[C:10]([F:12])[CH:9]=[C:8]2[C:3]=1[C:4]([NH:20][C:21]1[C:26](I)=[CH:25][N:24]=[C:23]([N:28]3[CH2:33][CH2:32][O:31][CH2:30][CH2:29]3)[CH:22]=1)=[C:5]([CH3:19])[C:6]([C:13]1[CH:18]=[CH:17][CH:16]=[CH:15][N:14]=1)=[N:7]2.CC1(C)C(C)(C)OB([C:42]2[CH:43]=[CH:44][C:45]([C:48]#[N:49])=[N:46][CH:47]=2)O1.C1(P(C2CCCCC2)C2CCCCC2)CCCCC1.[O-]P([O-])([O-])=O.[K+].[K+].[K+]. Product: [F:1][C:2]1[CH:11]=[C:10]([F:12])[CH:9]=[C:8]2[C:3]=1[C:4]([NH:20][C:21]1[CH:22]=[C:23]([N:28]3[CH2:33][CH2:32][O:31][CH2:30][CH2:29]3)[N:24]=[CH:25][C:26]=1[C:42]1[CH:47]=[N:46][C:45]([C:48]#[N:49])=[CH:44][CH:43]=1)=[C:5]([CH3:19])[C:6]([C:13]1[CH:18]=[CH:17][CH:16]=[CH:15][N:14]=1)=[N:7]2. The catalyst class is: 552. (6) Reactant: [F:1][C:2]1[CH:8]=[C:7]([N:9]2[CH:13]=[CH:12][CH:11]=[N:10]2)[CH:6]=[CH:5][C:3]=1[NH2:4].Cl.[N:15]([O-])=O.[Na+].[Br:19][C:20]1[CH:24]=[CH:23][O:22][C:21]=1[C:25](=[O:30])[CH2:26][C:27](=[O:29])[CH3:28].C([O-])(=O)C.[Na+]. Product: [Br:19][C:20]1[CH:24]=[CH:23][O:22][C:21]=1[C:25](=[O:30])[C:26](=[N:15][NH:4][C:3]1[CH:5]=[CH:6][C:7]([N:9]2[CH:13]=[CH:12][CH:11]=[N:10]2)=[CH:8][C:2]=1[F:1])[C:27](=[O:29])[CH3:28]. The catalyst class is: 72. (7) The catalyst class is: 457. Product: [Cl:15][C:14]1[CH:13]=[C:12]([C:16]([N:18]2[C:23]3[CH:24]=[C:25]([S:28]([N:31]4[CH2:32][CH2:33][CH2:34][CH2:35]4)(=[O:29])=[O:30])[CH:26]=[CH:27][C:22]=3[O:21][CH2:20][CH2:19]2)=[O:17])[CH:11]=[C:10]([Cl:36])[C:9]=1[OH:8]. Reactant: C([O:8][C:9]1[C:14]([Cl:15])=[CH:13][C:12]([C:16]([N:18]2[C:23]3[CH:24]=[C:25]([S:28]([N:31]4[CH2:35][CH2:34][CH2:33][CH2:32]4)(=[O:30])=[O:29])[CH:26]=[CH:27][C:22]=3[O:21][CH2:20][CH2:19]2)=[O:17])=[CH:11][C:10]=1[Cl:36])C1C=CC=CC=1. (8) Reactant: Cl[CH2:2][C:3]1[S:7][C:6]([C:8]2[NH:9][C:10]3[C:15]([CH:16]=2)=[CH:14][CH:13]=[CH:12][C:11]=3[N:17]([CH3:26])[S:18]([C:21]2[S:22][CH:23]=[CH:24][CH:25]=2)(=[O:20])=[O:19])=[N:5][CH:4]=1.C(N(CC)CC)C.Cl.[CH2:35]1[CH:40]2[CH2:41][NH:42][CH2:43][CH2:44][N:39]2[C:38](=[O:45])[CH2:37][O:36]1.CN(C)C=O. Product: [CH3:26][N:17]([C:11]1[CH:12]=[CH:13][CH:14]=[C:15]2[C:10]=1[NH:9][C:8]([C:6]1[S:7][C:3]([CH2:2][N:42]3[CH2:43][CH2:44][N:39]4[CH:40]([CH2:35][O:36][CH2:37][C:38]4=[O:45])[CH2:41]3)=[CH:4][N:5]=1)=[CH:16]2)[S:18]([C:21]1[S:22][CH:23]=[CH:24][CH:25]=1)(=[O:20])=[O:19]. The catalyst class is: 6. (9) Reactant: [C:1]([O-:13])(=[O:12])[CH2:2][C:3]([CH2:8][C:9]([O-:11])=[O:10])([C:5]([O-:7])=[O:6])[OH:4].[Na+].[Na+].[Na+].C(O)(=O)CC(CC(O)=O)(C(O)=O)O.[O:30]=[CH:31][C@@H:32]([C@H:34]([C@@H:36]([C@@H:38]([CH2:40][OH:41])[OH:39])[OH:37])[OH:35])[OH:33]. Product: [C:1]([OH:13])(=[O:12])[CH2:2][C:3]([CH2:8][C:9]([OH:11])=[O:10])([C:5]([OH:7])=[O:6])[OH:4].[O:30]=[CH:31][C@@H:32]([C@H:34]([C@@H:36]([C@@H:38]([CH2:40][OH:41])[OH:39])[OH:37])[OH:35])[OH:33]. The catalyst class is: 6.